From a dataset of TCR-epitope binding with 47,182 pairs between 192 epitopes and 23,139 TCRs. Binary Classification. Given a T-cell receptor sequence (or CDR3 region) and an epitope sequence, predict whether binding occurs between them. (1) The epitope is ILKEPVHGV. The TCR CDR3 sequence is CASSKLAGGSTDTQYF. Result: 0 (the TCR does not bind to the epitope). (2) The epitope is GTHWFVTQR. The TCR CDR3 sequence is CASSFQTNQETQYF. Result: 0 (the TCR does not bind to the epitope). (3) The epitope is NLVPMVATV. The TCR CDR3 sequence is CASSQFDGVNEKLFF. Result: 1 (the TCR binds to the epitope).